From a dataset of Full USPTO retrosynthesis dataset with 1.9M reactions from patents (1976-2016). Predict the reactants needed to synthesize the given product. (1) The reactants are: B(Br)(Br)Br.C[O:6][C:7]1[CH:8]=[C:9]([C:13]2([CH2:21][CH2:22][CH3:23])[O:18][CH2:17][CH2:16][N:15]([CH3:19])[C:14]2=[O:20])[CH:10]=[CH:11][CH:12]=1. Given the product [OH:6][C:7]1[CH:8]=[C:9]([C:13]2([CH2:21][CH2:22][CH3:23])[O:18][CH2:17][CH2:16][N:15]([CH3:19])[C:14]2=[O:20])[CH:10]=[CH:11][CH:12]=1, predict the reactants needed to synthesize it. (2) Given the product [CH3:10][O:9][C:6]1[CH:7]=[CH:8][C:3]([CH2:2][N:22]([CH3:21])[CH2:23][CH2:24][OH:25])=[CH:4][C:5]=1[N+:11]([O-:13])=[O:12], predict the reactants needed to synthesize it. The reactants are: Br[CH2:2][C:3]1[CH:8]=[CH:7][C:6]([O:9][CH3:10])=[C:5]([N+:11]([O-:13])=[O:12])[CH:4]=1.C(N(CC)CC)C.[CH3:21][NH:22][CH2:23][CH2:24][OH:25].